From a dataset of Forward reaction prediction with 1.9M reactions from USPTO patents (1976-2016). Predict the product of the given reaction. (1) Given the reactants [O:1]1[C:5]2[CH:6]=[CH:7][C:8]([CH2:10][CH2:11][C:12](O)=[O:13])=[CH:9][C:4]=2[CH2:3][CH2:2]1.O1CCCC1.B.O.Cl, predict the reaction product. The product is: [O:1]1[C:5]2[CH:6]=[CH:7][C:8]([CH2:10][CH2:11][CH2:12][OH:13])=[CH:9][C:4]=2[CH2:3][CH2:2]1. (2) Given the reactants [F:1][C:2]1[C:3]([NH:16][C:17]2[N:22]=[C:21]([NH:23][C:24]3[CH:28]=[C:27]([CH3:29])[NH:26][N:25]=3)[C:20]([C:30]([F:33])([F:32])[F:31])=[CH:19][N:18]=2)=[CH:4][C:5]([CH3:15])=[C:6]([CH:8]2[CH2:13][CH2:12][C:11](=O)[CH2:10][CH2:9]2)[CH:7]=1.[NH:34]1[CH2:39][CH2:38][CH2:37][CH2:36][CH2:35]1.C(O)(=O)C.C(O[BH-](OC(=O)C)OC(=O)C)(=O)C.[Na+], predict the reaction product. The product is: [F:1][C:2]1[CH:7]=[C:6]([C@H:8]2[CH2:13][CH2:12][C@H:11]([N:34]3[CH2:39][CH2:38][CH2:37][CH2:36][CH2:35]3)[CH2:10][CH2:9]2)[C:5]([CH3:15])=[CH:4][C:3]=1[NH:16][C:17]1[N:22]=[C:21]([NH:23][C:24]2[CH:28]=[C:27]([CH3:29])[NH:26][N:25]=2)[C:20]([C:30]([F:33])([F:32])[F:31])=[CH:19][N:18]=1. (3) Given the reactants Cl[C:2]1[CH:7]=[C:6]([O:8][C:9]2[CH:10]=[N:11][C:12]([N+:15]([O-:17])=[O:16])=[CH:13][CH:14]=2)[CH:5]=[CH:4][N:3]=1.C([O-])([O-])=O.[Cs+].[Cs+].[CH3:24][N:25]1[CH2:30][CH2:29][CH:28]([C:31]([NH2:33])=[O:32])[CH2:27][CH2:26]1.O, predict the reaction product. The product is: [CH3:24][N:25]1[CH2:30][CH2:29][CH:28]([C:31]([NH:33][C:2]2[CH:7]=[C:6]([O:8][C:9]3[CH:10]=[N:11][C:12]([N+:15]([O-:17])=[O:16])=[CH:13][CH:14]=3)[CH:5]=[CH:4][N:3]=2)=[O:32])[CH2:27][CH2:26]1. (4) Given the reactants [CH3:1][O:2][C:3](=[O:15])[CH2:4][C:5]1[CH:10]=[CH:9][C:8]([O:11][CH3:12])=[C:7]([O:13][CH3:14])[CH:6]=1.CO[C:18]1C=C(CC#N)C=[CH:22][C:23]=1OC.Cl[C:30]([O:32][CH:33]([CH3:35])[CH3:34])=[O:31].[Br:36]C(C)C.[Li+].CC([N-]C(C)C)C.C[Si]([N-][Si](C)(C)C)(C)C.[Na+].[H-].[Na+], predict the reaction product. The product is: [Br:36][CH2:22][CH2:23][CH2:18][C:4]([C:5]1[CH:10]=[CH:9][C:8]([O:11][CH3:12])=[C:7]([O:13][CH3:14])[CH:6]=1)([C:3]([O:2][CH3:1])=[O:15])[C:30]([O:32][CH:33]([CH3:35])[CH3:34])=[O:31]. (5) The product is: [CH:1]1([N:5]([CH3:30])[C:6](=[O:27])[C:7]2[CH:12]=[C:11]([O:13][C:14]3[C:19]([Cl:20])=[CH:18][C:17]([CH2:21][O:22][CH3:23])=[CH:16][C:15]=3[Cl:24])[CH:10]=[CH:9][C:8]=2[O:25][CH3:26])[CH2:4][CH2:3][CH2:2]1. Given the reactants [CH:1]1([NH:5][C:6](=[O:27])[C:7]2[CH:12]=[C:11]([O:13][C:14]3[C:19]([Cl:20])=[CH:18][C:17]([CH2:21][O:22][CH3:23])=[CH:16][C:15]=3[Cl:24])[CH:10]=[CH:9][C:8]=2[O:25][CH3:26])[CH2:4][CH2:3][CH2:2]1.[H-].[Na+].[CH3:30]I, predict the reaction product.